From a dataset of Catalyst prediction with 721,799 reactions and 888 catalyst types from USPTO. Predict which catalyst facilitates the given reaction. (1) Reactant: [C:1]([O:5][C:6]([NH:8][NH:9][CH:10]1[CH2:14][CH2:13][CH2:12][CH2:11]1)=[O:7])([CH3:4])([CH3:3])[CH3:2].C(=O)([O-])[O-].[K+].[K+].I[CH2:22][CH3:23]. Product: [C:1]([O:5][C:6]([NH:8][N:9]([CH:10]1[CH2:11][CH2:12][CH2:13][CH2:14]1)[CH2:22][CH3:23])=[O:7])([CH3:4])([CH3:2])[CH3:3]. The catalyst class is: 10. (2) Reactant: [Cl:1][C:2]1[CH:3]=[CH:4][C:5]2[N:6]([C:8]([C:11]([C:14]3[CH:23]=[CH:22][C:17]4[N:18]=[CH:19][N:20]([CH3:21])[C:16]=4[CH:15]=3)(O)[CH3:12])=[CH:9][N:10]=2)[N:7]=1.II.O[PH2]=O.[OH-].[Na+].C([O-])(O)=O.[Na+]. Product: [Cl:1][C:2]1[CH:3]=[CH:4][C:5]2[N:6]([C:8]([CH:11]([C:14]3[CH:23]=[CH:22][C:17]4[N:18]=[CH:19][N:20]([CH3:21])[C:16]=4[CH:15]=3)[CH3:12])=[CH:9][N:10]=2)[N:7]=1. The catalyst class is: 313.